The task is: Predict the reactants needed to synthesize the given product.. This data is from Full USPTO retrosynthesis dataset with 1.9M reactions from patents (1976-2016). (1) Given the product [CH2:1]([NH:3][C:4]([NH:6][C:7]1[CH:8]=[CH:9][C:10]([C:13]2[N:14]=[C:15]([N:23]3[CH2:24][CH2:25][O:26][CH2:27][CH2:28]3)[C:16]3[CH2:22][CH2:21][N:20]([CH3:29])[CH2:19][C:17]=3[N:18]=2)=[CH:11][CH:12]=1)=[O:5])[CH3:2], predict the reactants needed to synthesize it. The reactants are: [CH2:1]([NH:3][C:4]([NH:6][C:7]1[CH:12]=[CH:11][C:10]([C:13]2[N:14]=[C:15]([N:23]3[CH2:28][CH2:27][O:26][CH2:25][CH2:24]3)[C:16]3[CH2:22][CH2:21][NH:20][CH2:19][C:17]=3[N:18]=2)=[CH:9][CH:8]=1)=[O:5])[CH3:2].[CH2:29]=O. (2) Given the product [NH2:7][CH2:8][C:9]1[CH:14]=[CH:13][C:12]([C:15]2[CH:16]=[CH:17][CH:18]=[C:19]3[C:24]=2[O:23][C:22]([N:25]2[CH2:26][CH2:27][O:28][CH2:29][CH2:30]2)=[CH:21][C:20]3=[O:31])=[CH:11][CH:10]=1, predict the reactants needed to synthesize it. The reactants are: C(OC(=O)[NH:7][CH2:8][C:9]1[CH:14]=[CH:13][C:12]([C:15]2[CH:16]=[CH:17][CH:18]=[C:19]3[C:24]=2[O:23][C:22]([N:25]2[CH2:30][CH2:29][O:28][CH2:27][CH2:26]2)=[CH:21][C:20]3=[O:31])=[CH:11][CH:10]=1)(C)(C)C.Cl.